This data is from Catalyst prediction with 721,799 reactions and 888 catalyst types from USPTO. The task is: Predict which catalyst facilitates the given reaction. Reactant: [CH3:1][O:2][C:3]1[CH:4]=[CH:5][C:6]2[C:14]3[C:10](=[C:11]([C:15]([O:17][CH3:18])=[O:16])[NH:12][N:13]=3)[CH2:9][CH2:8][C:7]=2[CH:19]=1.C([O-])(=O)C.[Na+].[Br:25]Br. Product: [Br:25][C:4]1[C:3]([O:2][CH3:1])=[CH:19][C:7]2[CH2:8][CH2:9][C:10]3[C:14]([C:6]=2[CH:5]=1)=[N:13][NH:12][C:11]=3[C:15]([O:17][CH3:18])=[O:16]. The catalyst class is: 15.